Dataset: Merck oncology drug combination screen with 23,052 pairs across 39 cell lines. Task: Regression. Given two drug SMILES strings and cell line genomic features, predict the synergy score measuring deviation from expected non-interaction effect. (1) Drug 1: O=C(NOCC(O)CO)c1ccc(F)c(F)c1Nc1ccc(I)cc1F. Drug 2: Cn1c(=O)n(-c2ccc(C(C)(C)C#N)cc2)c2c3cc(-c4cnc5ccccc5c4)ccc3ncc21. Cell line: LNCAP. Synergy scores: synergy=104. (2) Drug 1: O=S1(=O)NC2(CN1CC(F)(F)F)C1CCC2Cc2cc(C=CCN3CCC(C(F)(F)F)CC3)ccc2C1. Drug 2: COC12C(COC(N)=O)C3=C(C(=O)C(C)=C(N)C3=O)N1CC1NC12. Cell line: CAOV3. Synergy scores: synergy=-4.42. (3) Drug 1: O=c1[nH]cc(F)c(=O)[nH]1. Drug 2: Cn1c(=O)n(-c2ccc(C(C)(C)C#N)cc2)c2c3cc(-c4cnc5ccccc5c4)ccc3ncc21. Cell line: RKO. Synergy scores: synergy=16.9. (4) Drug 1: N#Cc1ccc(Cn2cncc2CN2CCN(c3cccc(Cl)c3)C(=O)C2)cc1. Drug 2: CCN(CC)CCNC(=O)c1c(C)[nH]c(C=C2C(=O)Nc3ccc(F)cc32)c1C. Cell line: CAOV3. Synergy scores: synergy=12.2.